From a dataset of Forward reaction prediction with 1.9M reactions from USPTO patents (1976-2016). Predict the product of the given reaction. (1) The product is: [Cl:25][C:20]1[CH:19]=[C:18]([CH:23]=[CH:22][C:21]=1[Cl:24])[C:17]([NH:16][C:13]1[CH:12]=[CH:11][C:10]([O:9][C:8]2[CH:7]=[CH:6][C:5]([CH2:27][C:28]([O:30][CH3:31])=[O:29])=[CH:4][C:3]=2[CH2:2][NH:1][S:39]([C:36]2[CH:37]=[CH:38][C:33]([F:32])=[CH:34][CH:35]=2)(=[O:41])=[O:40])=[CH:15][CH:14]=1)=[O:26]. Given the reactants [NH2:1][CH2:2][C:3]1[CH:4]=[C:5]([CH2:27][C:28]([O:30][CH3:31])=[O:29])[CH:6]=[CH:7][C:8]=1[O:9][C:10]1[CH:15]=[CH:14][C:13]([NH:16][C:17](=[O:26])[C:18]2[CH:23]=[CH:22][C:21]([Cl:24])=[C:20]([Cl:25])[CH:19]=2)=[CH:12][CH:11]=1.[F:32][C:33]1[CH:38]=[CH:37][C:36]([S:39](Cl)(=[O:41])=[O:40])=[CH:35][CH:34]=1.CCN(C(C)C)C(C)C, predict the reaction product. (2) Given the reactants C([O:3][C:4](=[O:31])[CH2:5][CH2:6][CH2:7][S:8][C:9]1[N:13]([CH2:14][C:15]2[C:19]3[C:20]([CH3:24])=[CH:21][CH:22]=[CH:23][C:18]=3[S:17][CH:16]=2)[C:12]2[CH:25]=[CH:26][C:27]([O:29][CH3:30])=[CH:28][C:11]=2[N:10]=1)C.[OH-].[Na+].Cl, predict the reaction product. The product is: [CH3:24][C:20]1[C:19]2[C:15]([CH2:14][N:13]3[C:12]4[CH:25]=[CH:26][C:27]([O:29][CH3:30])=[CH:28][C:11]=4[N:10]=[C:9]3[S:8][CH2:7][CH2:6][CH2:5][C:4]([OH:31])=[O:3])=[CH:16][S:17][C:18]=2[CH:23]=[CH:22][CH:21]=1.